From a dataset of Forward reaction prediction with 1.9M reactions from USPTO patents (1976-2016). Predict the product of the given reaction. The product is: [CH2:19]([S:21][C:22]1[CH:30]=[CH:29][CH:28]=[CH:27][C:23]=1[C:24]1[NH:17][C:14]2[CH:15]=[CH:16][C:11]([C:2]([F:1])([C:7]([F:8])([F:9])[F:10])[C:3]([F:6])([F:5])[F:4])=[CH:12][C:13]=2[N:18]=1)[CH3:20]. Given the reactants [F:1][C:2]([C:11]1[CH:12]=[C:13]([NH2:18])[C:14]([NH2:17])=[CH:15][CH:16]=1)([C:7]([F:10])([F:9])[F:8])[C:3]([F:6])([F:5])[F:4].[CH2:19]([S:21][C:22]1[CH:30]=[CH:29][CH:28]=[CH:27][C:23]=1[C:24](O)=O)[CH3:20].Cl.C(N=C=NCCCN(C)C)C.ON1C2C=CC=CC=2N=N1, predict the reaction product.